From a dataset of Forward reaction prediction with 1.9M reactions from USPTO patents (1976-2016). Predict the product of the given reaction. (1) Given the reactants Cl[C:2]1[CH:7]=[C:6]([Cl:8])[N:5]=[C:4]([S:9][CH3:10])[N:3]=1.[F:11][CH:12]([F:25])[C:13]1[NH:17][C:16]2[CH:18]=[CH:19][CH:20]=[C:21]([O:22][CH2:23][CH3:24])[C:15]=2[N:14]=1.C(=O)([O-])[O-].[K+].[K+].CN(C)C=O, predict the reaction product. The product is: [Cl:8][C:6]1[N:5]=[C:4]([S:9][CH3:10])[N:3]=[C:2]([N:17]2[C:16]3[CH:18]=[CH:19][CH:20]=[C:21]([O:22][CH2:23][CH3:24])[C:15]=3[N:14]=[C:13]2[CH:12]([F:11])[F:25])[CH:7]=1. (2) Given the reactants [H-].[Na+].[F:3][C:4]([F:10])([F:9])[CH2:5][CH2:6][CH2:7]I.CN(C)C=O.[Br:16][C:17]1[N:22]=[CH:21][C:20]([CH:23]([C:25]2[C:30]([F:31])=[CH:29][CH:28]=[C:27]([F:32])[C:26]=2[F:33])[SH:24])=[C:19]([CH3:34])[CH:18]=1, predict the reaction product. The product is: [Br:16][C:17]1[CH:18]=[C:19]([CH3:34])[C:20]([CH:23]([C:25]2[C:30]([F:31])=[CH:29][CH:28]=[C:27]([F:32])[C:26]=2[F:33])[S:24][CH2:7][CH2:6][CH2:5][C:4]([F:10])([F:9])[F:3])=[CH:21][N:22]=1. (3) Given the reactants [NH2:1][C:2]1[CH:3]=[C:4]([CH2:9][C:10](=O)[CH3:11])[CH:5]=[CH:6][C:7]=1[F:8].[NH2:13][C:14]1[C:19]([CH:20]=O)=[CH:18][N:17]=[C:16]([Cl:22])[CH:15]=1.[OH-].[K+], predict the reaction product. The product is: [Cl:22][C:16]1[CH:15]=[C:14]2[C:19]([CH:20]=[C:9]([C:4]3[CH:5]=[CH:6][C:7]([F:8])=[C:2]([CH:3]=3)[NH2:1])[C:10]([CH3:11])=[N:13]2)=[CH:18][N:17]=1. (4) Given the reactants [CH3:1][O:2][C:3]1[CH:4]=[C:5]([CH:9]([C:13]2[CH:18]=[CH:17][CH:16]=[CH:15][N:14]=2)[CH2:10][C:11]#[N:12])[CH:6]=[CH:7][CH:8]=1.Cl.N[CH2:21][CH2:22][SH:23], predict the reaction product. The product is: [S:23]1[CH2:22][CH2:21][N:12]=[C:11]1[CH2:10][CH:9]([C:13]1[CH:18]=[CH:17][CH:16]=[CH:15][N:14]=1)[C:5]1[CH:6]=[CH:7][CH:8]=[C:3]([O:2][CH3:1])[CH:4]=1. (5) Given the reactants [H-].[H-].[H-].[H-].[Li+].[Al+3].[CH2:7]([N:14]1[CH2:18][CH:17]2[C:19](=O)[N:20]([CH3:23])[C:21](=O)[CH:16]2[CH2:15]1)[C:8]1[CH:13]=[CH:12][CH:11]=[CH:10][CH:9]=1, predict the reaction product. The product is: [CH2:7]([N:14]1[CH2:15][CH:16]2[CH:17]([CH2:19][N:20]([CH3:23])[CH2:21]2)[CH2:18]1)[C:8]1[CH:13]=[CH:12][CH:11]=[CH:10][CH:9]=1. (6) The product is: [C:1]([C:4]1[CH:12]=[CH:11][C:7]([C:8]([NH2:15])=[O:9])=[CH:6][CH:5]=1)(=[O:3])[CH3:2]. Given the reactants [C:1]([C:4]1[CH:12]=[CH:11][C:7]([C:8](O)=[O:9])=[CH:6][CH:5]=1)(=[O:3])[CH3:2].C(N1C=CN=C1)([N:15]1C=CN=C1)=O.N, predict the reaction product.